From a dataset of Full USPTO retrosynthesis dataset with 1.9M reactions from patents (1976-2016). Predict the reactants needed to synthesize the given product. (1) The reactants are: [N:1]1[C:10]2[CH2:9][CH2:8][NH:7][CH2:6][C:5]=2[CH:4]=[CH:3][CH:2]=1.C(N(CC)CC)C.[C:18](Cl)(=[O:20])[CH3:19]. Given the product [C:18]([N:7]1[CH2:8][CH2:9][C:10]2[N:1]=[CH:2][CH:3]=[CH:4][C:5]=2[CH2:6]1)(=[O:20])[CH3:19], predict the reactants needed to synthesize it. (2) Given the product [CH3:1][O:2][C:3](=[O:14])[C:4]1[CH:9]=[C:8]([C:10](=[O:12])[CH2:11][Br:15])[CH:7]=[CH:6][C:5]=1[Cl:13], predict the reactants needed to synthesize it. The reactants are: [CH3:1][O:2][C:3](=[O:14])[C:4]1[CH:9]=[C:8]([C:10](=[O:12])[CH3:11])[CH:7]=[CH:6][C:5]=1[Cl:13].[Br:15]Br. (3) Given the product [O:18]1[CH2:17][CH2:16][CH:15]([O:14][CH2:13][CH:12]=[CH:11][C:8]2[CH:7]=[CH:6][C:5]([OH:4])=[CH:10][CH:9]=2)[CH2:20][CH2:19]1, predict the reactants needed to synthesize it. The reactants are: C([O:4][C:5]1[CH:10]=[CH:9][C:8]([CH:11]=[CH:12][CH2:13][O:14][CH:15]2[CH2:20][CH2:19][O:18][CH2:17][CH2:16]2)=[CH:7][CH:6]=1)(=O)C.[OH-].[Li+]. (4) Given the product [Br:1][C:2](=[CH:18][C:19]1[CH:20]=[CH:21][C:22]([F:25])=[CH:23][CH:24]=1)[CH2:3][N:4]([CH2:5][CH:6]1[CH2:10][CH2:9][CH2:8][N:7]1[CH2:11][CH:12]1[CH2:17][CH2:16][CH2:15][CH2:14][CH2:13]1)[C:31](=[O:32])[C:30]1[CH:29]=[C:28]([O:27][CH3:26])[C:36]([O:37][CH3:38])=[C:35]([O:39][CH3:40])[CH:34]=1, predict the reactants needed to synthesize it. The reactants are: [Br:1][C:2](=[CH:18][C:19]1[CH:24]=[CH:23][C:22]([F:25])=[CH:21][CH:20]=1)[CH2:3][NH:4][CH2:5][CH:6]1[CH2:10][CH2:9][CH2:8][N:7]1[CH2:11][CH:12]1[CH2:17][CH2:16][CH2:15][CH2:14][CH2:13]1.[CH3:26][O:27][C:28]1[CH:29]=[C:30]([CH:34]=[C:35]([O:39][CH3:40])[C:36]=1[O:37][CH3:38])[C:31](Cl)=[O:32].C(N(CC)CC)C.C(O)(C(F)(F)F)=O.